From a dataset of NCI-60 drug combinations with 297,098 pairs across 59 cell lines. Regression. Given two drug SMILES strings and cell line genomic features, predict the synergy score measuring deviation from expected non-interaction effect. (1) Drug 1: COC1=CC(=CC(=C1O)OC)C2C3C(COC3=O)C(C4=CC5=C(C=C24)OCO5)OC6C(C(C7C(O6)COC(O7)C8=CC=CS8)O)O. Drug 2: CC1CCC2CC(C(=CC=CC=CC(CC(C(=O)C(C(C(=CC(C(=O)CC(OC(=O)C3CCCCN3C(=O)C(=O)C1(O2)O)C(C)CC4CCC(C(C4)OC)OCCO)C)C)O)OC)C)C)C)OC. Cell line: NCI-H322M. Synergy scores: CSS=22.0, Synergy_ZIP=6.66, Synergy_Bliss=8.22, Synergy_Loewe=3.47, Synergy_HSA=9.25. (2) Drug 1: CC1=C(C(=CC=C1)Cl)NC(=O)C2=CN=C(S2)NC3=CC(=NC(=N3)C)N4CCN(CC4)CCO. Drug 2: C(CCl)NC(=O)N(CCCl)N=O. Cell line: KM12. Synergy scores: CSS=12.8, Synergy_ZIP=5.59, Synergy_Bliss=4.96, Synergy_Loewe=0.227, Synergy_HSA=-0.166. (3) Drug 1: C1CN(P(=O)(OC1)NCCCl)CCCl. Drug 2: CC12CCC3C(C1CCC2OP(=O)(O)O)CCC4=C3C=CC(=C4)OC(=O)N(CCCl)CCCl.[Na+]. Cell line: SK-MEL-5. Synergy scores: CSS=-9.62, Synergy_ZIP=6.33, Synergy_Bliss=3.36, Synergy_Loewe=-8.58, Synergy_HSA=-6.34. (4) Drug 1: C1CCN(CC1)CCOC2=CC=C(C=C2)C(=O)C3=C(SC4=C3C=CC(=C4)O)C5=CC=C(C=C5)O. Drug 2: COCCOC1=C(C=C2C(=C1)C(=NC=N2)NC3=CC=CC(=C3)C#C)OCCOC.Cl. Cell line: ACHN. Synergy scores: CSS=35.3, Synergy_ZIP=-2.63, Synergy_Bliss=1.34, Synergy_Loewe=-8.78, Synergy_HSA=-0.385.